Dataset: Full USPTO retrosynthesis dataset with 1.9M reactions from patents (1976-2016). Task: Predict the reactants needed to synthesize the given product. (1) Given the product [NH2:1][C:2]1[N:7]=[CH:6][N:5]=[C:4]2[N:8]([C:33]3[CH:34]=[CH:35][C:36]([CH2:39][N:41]4[CH2:45][CH2:44][C@@H:43]([OH:46])[CH2:42]4)=[CH:37][CH:38]=3)[N:9]=[C:10]([C:11]3[CH:16]=[CH:15][C:14]([NH:17][C:18](=[O:30])[C:19]4[CH:24]=[CH:23][C:22]([C:25]([F:27])([F:28])[F:26])=[CH:21][C:20]=4[F:29])=[C:13]([O:31][CH3:32])[CH:12]=3)[C:3]=12, predict the reactants needed to synthesize it. The reactants are: [NH2:1][C:2]1[N:7]=[CH:6][N:5]=[C:4]2[N:8]([C:33]3[CH:38]=[CH:37][C:36]([CH:39]=O)=[CH:35][CH:34]=3)[N:9]=[C:10]([C:11]3[CH:16]=[CH:15][C:14]([NH:17][C:18](=[O:30])[C:19]4[CH:24]=[CH:23][C:22]([C:25]([F:28])([F:27])[F:26])=[CH:21][C:20]=4[F:29])=[C:13]([O:31][CH3:32])[CH:12]=3)[C:3]=12.[NH:41]1[CH2:45][CH2:44][C@@H:43]([OH:46])[CH2:42]1.C(O[BH-](OC(=O)C)OC(=O)C)(=O)C.[Na+].[OH-].[Na+]. (2) Given the product [C:1]([N:47]1[CH2:48][CH2:49][N:44]([CH2:43][CH2:42][O:41][C:38]2[CH:39]=[CH:40][C:16]([O:15][CH2:8][C:9]3[CH:10]=[CH:11][CH:12]=[CH:13][CH:14]=3)=[C:17]([CH:37]=2)[C:18]([NH:20][C:21]2[CH:30]=[C:29]([C:31]3[CH:36]=[CH:35][CH:34]=[CH:33][CH:32]=3)[CH:28]=[CH:27][C:22]=2[C:23]([O:25][CH3:26])=[O:24])=[O:19])[CH2:45][CH2:46]1)(=[O:3])[CH3:2], predict the reactants needed to synthesize it. The reactants are: [C:1](OC(=O)C)(=[O:3])[CH3:2].[CH2:8]([O:15][C:16]1[CH:40]=[CH:39][C:38]([O:41][CH2:42][CH2:43][N:44]2[CH2:49][CH2:48][NH:47][CH2:46][CH2:45]2)=[CH:37][C:17]=1[C:18]([NH:20][C:21]1[CH:30]=[C:29]([C:31]2[CH:36]=[CH:35][CH:34]=[CH:33][CH:32]=2)[CH:28]=[CH:27][C:22]=1[C:23]([O:25][CH3:26])=[O:24])=[O:19])[C:9]1[CH:14]=[CH:13][CH:12]=[CH:11][CH:10]=1. (3) The reactants are: [Cl:1][C:2]1[C:7]([C:8]([OH:10])=O)=[CH:6][N:5]=[C:4]2[N:11]([CH2:14][CH3:15])[N:12]=[CH:13][C:3]=12.[CH:16]([N:19](CC)C(C)C)(C)C.CN. Given the product [Cl:1][C:2]1[C:7]([C:8]([NH:19][CH3:16])=[O:10])=[CH:6][N:5]=[C:4]2[N:11]([CH2:14][CH3:15])[N:12]=[CH:13][C:3]=12, predict the reactants needed to synthesize it. (4) The reactants are: [CH3:1][CH:2]([CH3:8])[C:3](=[O:7])[CH2:4][C:5]#[N:6].[CH2:9](O)[CH2:10][OH:11].Cl[Si](C)(C)C.C(=O)(O)[O-].[Na+]. Given the product [CH:2]([C:3]1([CH2:4][C:5]#[N:6])[O:11][CH2:10][CH2:9][O:7]1)([CH3:8])[CH3:1], predict the reactants needed to synthesize it. (5) Given the product [Cl:37][CH:38]([C:44]([N:6]([CH2:7][C:8]1[CH:13]=[CH:12][C:11]([O:14][CH3:15])=[CH:10][C:9]=1[O:16][CH3:17])[C:5]1[CH:18]=[CH:19][C:2]([Cl:1])=[CH:3][C:4]=1[C:20]([C:22]1[CH:27]=[CH:26][CH:25]=[C:24]([O:28][CH3:29])[C:23]=1[O:30][CH3:31])=[CH2:21])=[O:45])[CH2:39][C:40]([O:42][CH3:43])=[O:41], predict the reactants needed to synthesize it. The reactants are: [Cl:1][C:2]1[CH:19]=[CH:18][C:5]([NH:6][CH2:7][C:8]2[CH:13]=[CH:12][C:11]([O:14][CH3:15])=[CH:10][C:9]=2[O:16][CH3:17])=[C:4]([C:20]([C:22]2[CH:27]=[CH:26][CH:25]=[C:24]([O:28][CH3:29])[C:23]=2[O:30][CH3:31])=[CH2:21])[CH:3]=1.C(=O)([O-])O.[Na+].[Cl:37][CH:38]([C:44](Cl)=[O:45])[CH2:39][C:40]([O:42][CH3:43])=[O:41]. (6) Given the product [CH2:1]([O:4][C:8]1[C:13]([C:14]#[N:15])=[C:12]([O:16][CH3:17])[N:11]=[C:10]([CH3:18])[CH:9]=1)[CH:2]=[CH2:3], predict the reactants needed to synthesize it. The reactants are: [CH2:1]([OH:4])[CH:2]=[CH2:3].[H-].[Na+].Cl[C:8]1[C:13]([C:14]#[N:15])=[C:12]([O:16][CH3:17])[N:11]=[C:10]([CH3:18])[CH:9]=1.[Cl-].[NH4+].Cl. (7) Given the product [CH3:1][O:2][CH2:3][CH2:4][N:5]([CH2:10][C:11]([OH:13])=[O:12])[CH2:6][CH2:7][O:8][CH3:9], predict the reactants needed to synthesize it. The reactants are: [CH3:1][O:2][CH2:3][CH2:4][N:5]([CH2:10][C:11]([O:13]CC1C=CC=CC=1)=[O:12])[CH2:6][CH2:7][O:8][CH3:9]. (8) Given the product [CH3:8][C:9]1[CH:10]=[CH:11][C:12]([NH:25][C:26]2[C:34]3[C:29](=[CH:30][N:31]=[CH:32][CH:33]=3)[O:28][C:27]=2[C:35]2[N:40]=[CH:39][CH:38]=[CH:37][N:36]=2)=[C:13]2[C:17]=1[NH:16][N:15]=[CH:14]2, predict the reactants needed to synthesize it. The reactants are: C(O)(C(F)(F)F)=O.[CH3:8][C:9]1[CH:10]=[CH:11][C:12]([NH:25][C:26]2[C:34]3[C:29](=[CH:30][N:31]=[CH:32][CH:33]=3)[O:28][C:27]=2[C:35]2[N:40]=[CH:39][CH:38]=[CH:37][N:36]=2)=[C:13]2[C:17]=1[N:16](C(OC(C)(C)C)=O)[N:15]=[CH:14]2. (9) Given the product [BrH:33].[F:1][C:2]1[CH:7]=[C:6]([O:8][C:9]2[C:10]3[N:17]([CH3:18])[CH:16]=[CH:15][C:11]=3[N:12]=[CH:13][N:14]=2)[CH:5]=[CH:4][C:3]=1[NH:19][C:20]([NH:22][C:23]1[CH:28]=[CH:27][CH:26]=[C:25]([C:29]([F:31])([F:30])[F:32])[CH:24]=1)=[O:21], predict the reactants needed to synthesize it. The reactants are: [F:1][C:2]1[CH:7]=[C:6]([O:8][C:9]2[C:10]3[N:17]([CH3:18])[CH:16]=[CH:15][C:11]=3[N:12]=[CH:13][N:14]=2)[CH:5]=[CH:4][C:3]=1[NH:19][C:20]([NH:22][C:23]1[CH:28]=[CH:27][CH:26]=[C:25]([C:29]([F:32])([F:31])[F:30])[CH:24]=1)=[O:21].[BrH:33].C(O)C.